Dataset: Forward reaction prediction with 1.9M reactions from USPTO patents (1976-2016). Task: Predict the product of the given reaction. Given the reactants [N+:1]([C:4]1[CH:9]=[CH:8][CH:7]=[C:6]([O:10][CH2:11][C:12]([F:15])([F:14])[F:13])[C:5]=1[S:16]([NH2:19])(=[O:18])=[O:17])([O-])=O, predict the reaction product. The product is: [NH2:1][C:4]1[CH:9]=[CH:8][CH:7]=[C:6]([O:10][CH2:11][C:12]([F:14])([F:13])[F:15])[C:5]=1[S:16]([NH2:19])(=[O:18])=[O:17].